From a dataset of Catalyst prediction with 721,799 reactions and 888 catalyst types from USPTO. Predict which catalyst facilitates the given reaction. (1) Reactant: [BH4-].[Na+].[N+:3]([C:6]1[CH:11]=[CH:10][C:9]([CH2:12][CH:13]([C:19](OCC)=[O:20])[C:14](OCC)=[O:15])=[CH:8][CH:7]=1)([O-:5])=[O:4].[NH4+].[Cl-]. Product: [N+:3]([C:6]1[CH:7]=[CH:8][C:9]([CH2:12][CH:13]([CH2:19][OH:20])[CH2:14][OH:15])=[CH:10][CH:11]=1)([O-:5])=[O:4]. The catalyst class is: 14. (2) Reactant: [H-].[Na+].[NH2:3][C:4]1[CH:9]=[C:8]([CH2:10][OH:11])[CH:7]=[CH:6][N:5]=1.[Cl:12][C:13]1[C:18]([Cl:19])=[C:17]([N+:20]([O-:22])=[O:21])[CH:16]=[CH:15][C:14]=1F. Product: [Cl:12][C:13]1[C:18]([Cl:19])=[C:17]([N+:20]([O-:22])=[O:21])[CH:16]=[CH:15][C:14]=1[O:11][CH2:10][C:8]1[CH:7]=[CH:6][N:5]=[C:4]([NH2:3])[CH:9]=1. The catalyst class is: 1. (3) Reactant: CC1(C)C(C)(C)OB([C:9]2[CH:13]=[CH:12][O:11][C:10]=2[CH3:14])O1.Cl[C:17]1[CH:22]=[CH:21][N:20]=[C:19]([N:23]2[CH2:28][C@H:27]([CH3:29])[O:26][C@H:25]([CH3:30])[CH2:24]2)[CH:18]=1.O.C(=O)([O-])[O-].[Na+].[Na+]. Product: [CH3:30][C@H:25]1[O:26][C@@H:27]([CH3:29])[CH2:28][N:23]([C:19]2[CH:18]=[C:17]([C:9]3[CH:13]=[CH:12][O:11][C:10]=3[CH3:14])[CH:22]=[CH:21][N:20]=2)[CH2:24]1. The catalyst class is: 77. (4) Reactant: [O:1]=[C:2]1[CH:7]=[CH:6][C:5]([C:8]2[C:9]([C:22]3[CH:27]=[CH:26][CH:25]=[CH:24][CH:23]=3)=[N:10][N:11]3[CH:16]=[CH:15][C:14]([O:17][CH2:18][C:19](O)=[O:20])=[CH:13][C:12]=23)=[N:4][N:3]1[CH:28]([CH3:30])[CH3:29].F[B-](F)(F)F.N1(O[C:46](N(C)C)=[N+:47](C)[CH3:48])C2C=CC=CC=2N=N1.C(N(C(C)C)C(C)C)C.Cl.CNC.C(=O)([O-])O.[Na+].Cl. Product: [O:1]=[C:2]1[CH:7]=[CH:6][C:5]([C:8]2[C:9]([C:22]3[CH:27]=[CH:26][CH:25]=[CH:24][CH:23]=3)=[N:10][N:11]3[CH:16]=[CH:15][C:14]([O:17][CH2:18][C:19]([N:47]([CH3:48])[CH3:46])=[O:20])=[CH:13][C:12]=23)=[N:4][N:3]1[CH:28]([CH3:29])[CH3:30]. The catalyst class is: 3. (5) Reactant: [NH2:1][C@H:2]([C:6]([OH:8])=[O:7])[CH2:3][CH2:4][OH:5].C1CCN2C(=NCCC2)CC1.[C:20]([Si:24](Cl)([CH3:26])[CH3:25])([CH3:23])([CH3:22])[CH3:21]. Product: [Si:24]([O:7][C:6](=[O:8])[C@H:2]([CH2:3][CH2:4][OH:5])[NH2:1])([C:20]([CH3:23])([CH3:22])[CH3:21])([CH3:26])[CH3:25]. The catalyst class is: 10.